This data is from Reaction yield outcomes from USPTO patents with 853,638 reactions. The task is: Predict the reaction yield, written as a fraction of the theoretical maximum amount of product (1.0 means a 100% yield; for example, 0.34 means a 34% yield). (1) The reactants are [O-]P([O-])([O-])=O.[K+].[K+].[K+].[CH2:9]([NH:16][C:17]([NH2:19])=[O:18])[C:10]1[CH:15]=[CH:14][CH:13]=[CH:12][CH:11]=1.Br[C:21]1[CH:26]=[CH:25][CH:24]=[CH:23][C:22]=1[O:27][CH3:28].CNCCNC. The catalyst is [Cu]I.O1CCOCC1. The product is [CH2:9]([NH:16][C:17]([NH:19][C:21]1[CH:26]=[CH:25][CH:24]=[CH:23][C:22]=1[O:27][CH3:28])=[O:18])[C:10]1[CH:15]=[CH:14][CH:13]=[CH:12][CH:11]=1. The yield is 0.670. (2) The reactants are [Br:1][C:2]1[CH:8]=[C:7]([F:9])[C:5]([NH2:6])=[C:4]([F:10])[CH:3]=1.Cl[C:12](=[O:19])[CH2:13][C:14]([O:16][CH2:17][CH3:18])=[O:15].CCN(C(C)C)C(C)C. The catalyst is C(Cl)Cl. The product is [Br:1][C:2]1[CH:8]=[C:7]([F:9])[C:5]([NH:6][C:12](=[O:19])[CH2:13][C:14]([O:16][CH2:17][CH3:18])=[O:15])=[C:4]([F:10])[CH:3]=1. The yield is 0.650. (3) The reactants are [CH2:1]1[NH:15][C:4](=[C:5]2[CH:11]=[C:10]([N+:12]([O-])=O)[C:8](=[O:9])[CH:7]=[CH:6]2)[NH:3][CH2:2]1.C([O-])=O.[NH4+]. The catalyst is CO.[Pd]. The product is [NH2:12][C:10]1[CH:11]=[C:5]([C:4]2[NH:15][CH2:1][CH2:2][N:3]=2)[CH:6]=[CH:7][C:8]=1[OH:9]. The yield is 0.740. (4) The reactants are [CH3:1][O:2][C:3](=[O:19])[C:4]1[CH:9]=[CH:8][C:7]([Br:10])=[C:6]([CH3:11])[C:5]=1[NH:12][C:13]([O:15][CH:16]([CH3:18])[CH3:17])=[O:14].[H-].[Na+].Br[CH2:23][CH2:24][CH2:25][C:26]([O:28][CH2:29][CH3:30])=[O:27]. The catalyst is CN(C=O)C.C(OCC)(=O)C. The product is [CH3:1][O:2][C:3](=[O:19])[C:4]1[CH:9]=[CH:8][C:7]([Br:10])=[C:6]([CH3:11])[C:5]=1[N:12]([CH2:23][CH2:24][CH2:25][C:26]([O:28][CH2:29][CH3:30])=[O:27])[C:13]([O:15][CH:16]([CH3:17])[CH3:18])=[O:14]. The yield is 0.770.